Dataset: Full USPTO retrosynthesis dataset with 1.9M reactions from patents (1976-2016). Task: Predict the reactants needed to synthesize the given product. (1) Given the product [C:1]([C:5]1[C:6]([NH:14][C:24](=[O:25])[CH2:23][C:18]2[CH:17]=[C:16]([F:15])[CH:21]=[C:20]([F:22])[CH:19]=2)=[N:7][N:8]2[CH:13]=[CH:12][CH:11]=[N:10][C:9]=12)([CH3:4])([CH3:2])[CH3:3], predict the reactants needed to synthesize it. The reactants are: [C:1]([C:5]1[C:6]([NH2:14])=[N:7][N:8]2[CH:13]=[CH:12][CH:11]=[N:10][C:9]=12)([CH3:4])([CH3:3])[CH3:2].[F:15][C:16]1[CH:17]=[C:18]([CH2:23][C:24](Cl)=[O:25])[CH:19]=[C:20]([F:22])[CH:21]=1. (2) Given the product [CH2:35]([C:13]1[CH:12]=[C:11]([C:1]2[CH:6]=[CH:5][CH:4]=[CH:3][CH:2]=2)[C:26]([O:27][CH2:28][C:29]2[CH:34]=[CH:33][CH:32]=[CH:31][CH:30]=2)=[CH:25][C:14]=1[O:15][CH2:16][CH2:17][CH2:18][CH2:19][C:20]([CH3:24])([CH3:23])[C:21]#[N:22])[CH3:36], predict the reactants needed to synthesize it. The reactants are: [C:1]1(B(O)O)[CH:6]=[CH:5][CH:4]=[CH:3][CH:2]=1.Br[C:11]1[C:26]([O:27][CH2:28][C:29]2[CH:34]=[CH:33][CH:32]=[CH:31][CH:30]=2)=[CH:25][C:14]([O:15][CH2:16][CH2:17][CH2:18][CH2:19][C:20]([CH3:24])([CH3:23])[C:21]#[N:22])=[C:13]([CH2:35][CH3:36])[CH:12]=1.C(=O)(O)[O-].[Na+]. (3) Given the product [F:3][C:4]1[CH:5]=[C:6]([CH:9]=[C:10]([N:12]([CH3:19])[C:13]2[CH:18]=[N:17][CH:16]=[N:15][CH:14]=2)[CH:11]=1)[C:7]#[N:8], predict the reactants needed to synthesize it. The reactants are: [H-].[Na+].[F:3][C:4]1[CH:5]=[C:6]([CH:9]=[C:10]([NH:12][C:13]2[CH:14]=[N:15][CH:16]=[N:17][CH:18]=2)[CH:11]=1)[C:7]#[N:8].[CH3:19]I. (4) Given the product [NH2:1][C:4]1[CH:5]=[CH:6][C:7]([CH2:10][CH2:11][C:12]([O:14][CH2:15][CH3:16])=[O:13])=[CH:8][CH:9]=1, predict the reactants needed to synthesize it. The reactants are: [N+:1]([C:4]1[CH:9]=[CH:8][C:7](/[CH:10]=[CH:11]/[C:12]([O:14][CH2:15][CH3:16])=[O:13])=[CH:6][CH:5]=1)([O-])=O.[H][H]. (5) Given the product [CH3:1][O:2][C:3]1[CH:4]=[N:5][C:6]2[C:11]([CH:12]=1)=[C:10]([O:13][CH2:14][CH2:15][N:16]1[CH2:21][CH2:20][N:19]([S:33]([C:30]3[CH:31]=[CH:32][C:26]4[O:25][CH2:24][C:23](=[O:22])[NH:28][C:27]=4[CH:29]=3)(=[O:35])=[O:34])[CH2:18][CH2:17]1)[CH:9]=[CH:8][CH:7]=2, predict the reactants needed to synthesize it. The reactants are: [CH3:1][O:2][C:3]1[CH:4]=[N:5][C:6]2[C:11]([CH:12]=1)=[C:10]([O:13][CH2:14][CH2:15][N:16]1[CH2:21][CH2:20][NH:19][CH2:18][CH2:17]1)[CH:9]=[CH:8][CH:7]=2.[O:22]=[C:23]1[NH:28][C:27]2[CH:29]=[C:30]([S:33](Cl)(=[O:35])=[O:34])[CH:31]=[CH:32][C:26]=2[O:25][CH2:24]1. (6) Given the product [F:16][C:11]1[CH:10]=[C:9]([CH2:8][O:28][C:22]2[CH:21]=[CH:20][C:19]([CH:17]=[O:18])=[CH:27][C:23]=2[C:24]([O:26][CH2:8][C:9]2[CH:14]=[CH:13][C:12]([F:15])=[C:11]([F:16])[CH:10]=2)=[O:25])[CH:14]=[CH:13][C:12]=1[F:15], predict the reactants needed to synthesize it. The reactants are: C(=O)([O-])[O-].[Cs+].[Cs+].Br[CH2:8][C:9]1[CH:14]=[CH:13][C:12]([F:15])=[C:11]([F:16])[CH:10]=1.[CH:17]([C:19]1[CH:20]=[CH:21][C:22]([OH:28])=[C:23]([CH:27]=1)[C:24]([OH:26])=[O:25])=[O:18]. (7) The reactants are: CC1[N:3]([C:8]2[CH:13]=[C:12]([CH3:14])[CH:11]=[C:10]([CH2:15][CH2:16][C:17]3[CH:18]=[N:19][CH:20]=[C:21]([C:23]#[C:24][C:25]4[CH:30]=[CH:29][CH:28]=[CH:27][N:26]=4)[CH:22]=3)[N:9]=2)C(C)=CC=1.NO.Cl. Given the product [CH3:14][C:12]1[CH:11]=[C:10]([CH2:15][CH2:16][C:17]2[CH:18]=[N:19][CH:20]=[C:21]([CH2:23][CH2:24][C:25]3[CH:30]=[CH:29][CH:28]=[CH:27][N:26]=3)[CH:22]=2)[N:9]=[C:8]([NH2:3])[CH:13]=1, predict the reactants needed to synthesize it. (8) Given the product [CH3:36][S:37]([O:21][CH2:20][C:7]1[N:8]([S:11]([C:14]2[CH:15]=[CH:16][CH:17]=[CH:18][CH:19]=2)(=[O:13])=[O:12])[C:9]2[C:5]([C:6]=1[CH2:22][CH2:23][S:24]([CH2:27][CH3:28])(=[O:25])=[O:26])=[CH:4][CH:3]=[C:2]([Cl:1])[CH:10]=2)(=[O:39])=[O:38], predict the reactants needed to synthesize it. The reactants are: [Cl:1][C:2]1[CH:10]=[C:9]2[C:5]([C:6]([CH2:22][CH2:23][S:24]([CH2:27][CH3:28])(=[O:26])=[O:25])=[C:7]([CH2:20][OH:21])[N:8]2[S:11]([C:14]2[CH:19]=[CH:18][CH:17]=[CH:16][CH:15]=2)(=[O:13])=[O:12])=[CH:4][CH:3]=1.C(N(CC)CC)C.[CH3:36][S:37](Cl)(=[O:39])=[O:38].C(=O)(O)[O-].[Na+].